From a dataset of Experimentally validated miRNA-target interactions with 360,000+ pairs, plus equal number of negative samples. Binary Classification. Given a miRNA mature sequence and a target amino acid sequence, predict their likelihood of interaction. The miRNA is mmu-miR-299a-5p with sequence UGGUUUACCGUCCCACAUACAU. The protein sequence of the target gene is MRLRPLPLVVVPGLLQLLFCDSKEVVHATEGLDWEDKDAPGTLVGNVVHSRIISPLRLFVKQSPVPKPGPMAYADSMENFWDWLANITEIQEPLARTKRRPIVKTGKFKKMFGWGDFHSNIKTVKLNLLITGKIVDHGNGTFSVYFRHNSTGLGNVSVSLVPPSKVVEFEVSPQSTLETKESKSFNCRIEYEKTDRAKKTALCNFDPSKICYQEQTQSHVSWLCSKPFKVICIYIAFYSVDYKLVQKVCPDYNYHSETPYLSSG. Result: 0 (no interaction).